Task: Predict the reaction yield, written as a fraction of the theoretical maximum amount of product (1.0 means a 100% yield; for example, 0.34 means a 34% yield).. Dataset: Reaction yield outcomes from USPTO patents with 853,638 reactions (1) The reactants are [CH3:1][O:2][C:3]([C:5]1[CH:10]=[CH:9][CH:8]=[CH:7][C:6]=1[NH:11][CH:12]([C:16]1[CH:21]=[CH:20][CH:19]=[CH:18][CH:17]=1)[C:13]([OH:15])=[O:14])=[O:4].C(N(C(C)C)C(C)C)C.C1C=CC2N(O)N=NC=2C=1.[N:41]12[CH2:48][CH2:47][CH:44]([CH2:45][CH2:46]1)[C@@H:43](O)[CH2:42]2. The catalyst is C1COCC1.CC#N. The product is [CH3:1][O:2][C:3](=[O:4])[C:5]1[CH:10]=[CH:9][CH:8]=[CH:7][C:6]=1[NH:11][CH:12]([C:13]([O:15][C@@H:43]1[CH:44]2[CH2:47][CH2:48][N:41]([CH2:46][CH2:45]2)[CH2:42]1)=[O:14])[C:16]1[CH:21]=[CH:20][CH:19]=[CH:18][CH:17]=1. The yield is 0.160. (2) The reactants are [CH3:1][O:2][C:3](=[O:34])[C:4]1[CH:9]=[CH:8][C:7]([NH:10][C:11](=O)[C:12]([C:17]2[CH:22]=[CH:21][C:20]([O:23][CH2:24][C:25]3[CH:30]=[CH:29][CH:28]=[CH:27][CH:26]=3)=[C:19]([CH3:31])[CH:18]=2)([CH2:15][CH3:16])[CH2:13][CH3:14])=[C:6]([OH:33])[CH:5]=1.S(O)(C1C=CC(C)=CC=1)(=O)=O.O. The catalyst is C1(C)C=CC=CC=1. The product is [CH3:1][O:2][C:3]([C:4]1[CH:9]=[CH:8][C:7]2[N:10]=[C:11]([C:12]([C:17]3[CH:22]=[CH:21][C:20]([O:23][CH2:24][C:25]4[CH:26]=[CH:27][CH:28]=[CH:29][CH:30]=4)=[C:19]([CH3:31])[CH:18]=3)([CH2:15][CH3:16])[CH2:13][CH3:14])[O:33][C:6]=2[CH:5]=1)=[O:34]. The yield is 0.720. (3) The catalyst is CO.C1COCC1.[Pd]. The reactants are C([O:8][C:9]1[C:13]([O:14]CC2C=CC=CC=2)=[C:12]([C:22]2[S:23][CH:24]=[C:25]([CH2:27][CH3:28])[N:26]=2)[N:11]([C:29]2[CH:34]=[CH:33][C:32]([O:35][CH3:36])=[CH:31][CH:30]=2)[C:10]=1[C:37]([O:39][CH2:40][CH3:41])=[O:38])C1C=CC=CC=1. The yield is 0.630. The product is [CH2:27]([C:25]1[N:26]=[C:22]([C:12]2[N:11]([C:29]3[CH:30]=[CH:31][C:32]([O:35][CH3:36])=[CH:33][CH:34]=3)[C:10]([C:37]([O:39][CH2:40][CH3:41])=[O:38])=[C:9]([OH:8])[C:13]=2[OH:14])[S:23][CH:24]=1)[CH3:28]. (4) The reactants are [C:1]([NH:4][NH:5][C:6](=[O:10])[CH2:7][C:8]#[N:9])(=O)[CH3:2].N/[C:12](/[CH3:16])=[CH:13]\[C:14]#[N:15].C(OC(=O)C)(=O)C. The catalyst is ClC1C=CC=CC=1. The product is [CH3:2][C:1]1[NH:4][N:5]2[C:6](=[O:10])[C:7]([C:8]#[N:9])=[C:12]([CH3:16])[CH:13]=[C:14]2[N:15]=1. The yield is 0.375. (5) The reactants are [NH2:1][N:2]1[C:7](=[O:8])[C:6]([C:9]2[NH:14][C:13]3[CH:15]=[CH:16][CH:17]=[CH:18][C:12]=3[S:11](=[O:20])(=[O:19])[N:10]=2)=[C:5]([OH:21])[C:4]2[S:22][CH:23]=[CH:24][C:3]1=2.[CH3:25][CH:26]([CH3:30])[CH2:27][CH:28]=O. The catalyst is CN(C)C(=O)C. The product is [O:19]=[S:11]1(=[O:20])[C:12]2[CH:18]=[CH:17][CH:16]=[CH:15][C:13]=2[NH:14][C:9]([C:6]2[C:7](=[O:8])[N:2]([N:1]=[CH:28][CH2:27][CH:26]([CH3:30])[CH3:25])[C:3]3[CH:24]=[CH:23][S:22][C:4]=3[C:5]=2[OH:21])=[N:10]1. The yield is 0.710. (6) The reactants are [NH3:1].CC(O)C.Cl[C:7]([C:34]1[CH:39]=[CH:38][C:37]([Cl:40])=[CH:36][CH:35]=1)([C:28]1[N:32]([CH3:33])[CH:31]=[N:30][CH:29]=1)[C:8]1[CH:9]=[CH:10][C:11]2[N:17]([CH3:18])[C:16](=[O:19])[CH2:15][S:14][CH:13]([C:20]3[CH:25]=[CH:24][CH:23]=[C:22]([Cl:26])[CH:21]=3)[C:12]=2[CH:27]=1. The catalyst is C1COCC1. The product is [NH2:1][C:7]([C:34]1[CH:35]=[CH:36][C:37]([Cl:40])=[CH:38][CH:39]=1)([C:28]1[N:32]([CH3:33])[CH:31]=[N:30][CH:29]=1)[C:8]1[CH:9]=[CH:10][C:11]2[N:17]([CH3:18])[C:16](=[O:19])[CH2:15][S:14][CH:13]([C:20]3[CH:25]=[CH:24][CH:23]=[C:22]([Cl:26])[CH:21]=3)[C:12]=2[CH:27]=1. The yield is 0.220.